Dataset: Forward reaction prediction with 1.9M reactions from USPTO patents (1976-2016). Task: Predict the product of the given reaction. (1) Given the reactants [CH3:1][C:2]1[C:6](B2OC(C)(C)C(C)(C)O2)=[C:5]([CH3:16])[NH:4][N:3]=1.[CH2:17]([N:24]([CH2:36][C:37]1[CH:42]=[CH:41][CH:40]=[CH:39][CH:38]=1)[C@@H:25]1[CH2:34][CH2:33][C:32]2[C:27](=[C:28](Br)[CH:29]=[CH:30][CH:31]=2)[CH2:26]1)[C:18]1[CH:23]=[CH:22][CH:21]=[CH:20][CH:19]=1, predict the reaction product. The product is: [CH2:36]([N:24]([CH2:17][C:18]1[CH:23]=[CH:22][CH:21]=[CH:20][CH:19]=1)[C@@H:25]1[CH2:34][CH2:33][C:32]2[C:27](=[C:28]([C:6]3[C:2]([CH3:1])=[N:3][NH:4][C:5]=3[CH3:16])[CH:29]=[CH:30][CH:31]=2)[CH2:26]1)[C:37]1[CH:38]=[CH:39][CH:40]=[CH:41][CH:42]=1. (2) Given the reactants [CH2:1]([O:8][CH:9]1[NH:14][CH:13]=[C:12]([C:15]2[CH:38]=[CH:37][C:18]3[N:19]([C:22]4[CH:23]=[C:24]([NH2:36])[CH:25]=[C:26]([C:28]5[CH:33]=[CH:32][C:31]([F:34])=[CH:30][C:29]=5[F:35])[CH:27]=4)[CH:20]=[N:21][C:17]=3[CH:16]=2)[CH:11]=[CH:10]1)[C:2]1[CH:7]=[CH:6][CH:5]=[CH:4][CH:3]=1.[CH2:39]([N:45]=[C:46]=[O:47])[C:40]1[O:44][CH:43]=[CH:42][CH:41]=1, predict the reaction product. The product is: [CH2:1]([O:8][C:9]1[N:14]=[CH:13][C:12]([C:15]2[CH:38]=[CH:37][C:18]3[N:19]([C:22]4[CH:23]=[C:24]([NH:36][C:46]([NH:45][CH2:39][C:40]5[O:44][CH:43]=[CH:42][CH:41]=5)=[O:47])[CH:25]=[C:26]([C:28]5[CH:33]=[CH:32][C:31]([F:34])=[CH:30][C:29]=5[F:35])[CH:27]=4)[CH:20]=[N:21][C:17]=3[CH:16]=2)=[CH:11][CH:10]=1)[C:2]1[CH:7]=[CH:6][CH:5]=[CH:4][CH:3]=1. (3) Given the reactants [CH:1]1([C:4](Cl)=[O:5])[CH2:3][CH2:2]1.[NH2:7][C:8]1[S:9][C:10]2[CH:16]=[C:15]([N+:17]([O-:19])=[O:18])[CH:14]=[CH:13][C:11]=2[N:12]=1, predict the reaction product. The product is: [N+:17]([C:15]1[CH:14]=[CH:13][C:11]2[N:12]=[C:8]([NH:7][C:4]([CH:1]3[CH2:3][CH2:2]3)=[O:5])[S:9][C:10]=2[CH:16]=1)([O-:19])=[O:18]. (4) Given the reactants [N:1]1[CH:2]=[CH:3][N:4]2[CH:9]=[CH:8][C:7]([NH2:10])=[CH:6][C:5]=12.C([O-])([O-])=O.[Cs+].[Cs+].Br[C:18]1[C:19](=[O:26])[N:20]([CH3:25])[CH:21]=[C:22]([Br:24])[N:23]=1.CC1(C)C2C(=C(P(C3C=CC=CC=3)C3C=CC=CC=3)C=CC=2)OC2C(P(C3C=CC=CC=3)C3C=CC=CC=3)=CC=CC1=2, predict the reaction product. The product is: [Br:24][C:22]1[N:23]=[C:18]([NH:10][C:7]2[CH:8]=[CH:9][N:4]3[CH:3]=[CH:2][N:1]=[C:5]3[CH:6]=2)[C:19](=[O:26])[N:20]([CH3:25])[CH:21]=1. (5) Given the reactants Cl[C:2]1[C:11]2[C:6](=[CH:7][N:8]=[CH:9][CH:10]=2)[CH:5]=[C:4]([C:12]2[CH:17]=[CH:16][N:15]=[CH:14][CH:13]=2)[N:3]=1.[CH3:18][O:19][C:20]1[CH:21]=[C:22]([CH:25]=[CH:26][C:27]=1[O:28][CH3:29])[CH2:23][NH2:24], predict the reaction product. The product is: [CH3:18][O:19][C:20]1[CH:21]=[C:22]([CH:25]=[CH:26][C:27]=1[O:28][CH3:29])[CH2:23][NH:24][C:2]1[C:11]2[C:6](=[CH:7][N:8]=[CH:9][CH:10]=2)[CH:5]=[C:4]([C:12]2[CH:17]=[CH:16][N:15]=[CH:14][CH:13]=2)[N:3]=1.